This data is from Forward reaction prediction with 1.9M reactions from USPTO patents (1976-2016). The task is: Predict the product of the given reaction. (1) The product is: [Cl:20][C:10]1[C:11]2[CH2:16][CH2:15][CH2:14][C:12]=2[N:13]=[C:8]([C:6]2[S:7][C:3]([S:2][CH3:1])=[CH:4][CH:5]=2)[N:9]=1. Given the reactants [CH3:1][S:2][C:3]1[S:7][C:6]([C:8]2[N:9]=[C:10](O)[C:11]3[CH2:16][CH2:15][CH2:14][C:12]=3[N:13]=2)=[CH:5][CH:4]=1.O=P(Cl)(Cl)[Cl:20].O, predict the reaction product. (2) Given the reactants [Cl:1][C:2]1[CH:25]=[CH:24][C:5]([CH2:6][N:7]2[C:15]3[C:10](=[CH:11][C:12](/[CH:16]=[C:17]4/[C:18](=[O:23])[NH:19][C:20](=[O:22])[S:21]/4)=[CH:13][CH:14]=3)[CH:9]=[N:8]2)=[C:4]([C:26]([F:29])([F:28])[F:27])[CH:3]=1.OC[C@@H:32]1[CH2:37][CH2:36][CH2:35][N:34]([C:38]([O:40][C:41]([CH3:44])([CH3:43])[CH3:42])=[O:39])[CH2:33]1, predict the reaction product. The product is: [Cl:1][C:2]1[CH:25]=[CH:24][C:5]([CH2:6][N:7]2[C:15]3[C:10](=[CH:11][C:12](/[CH:16]=[C:17]4/[C:18](=[O:23])[N:19]([CH2:32][C@@H:37]5[CH2:36][CH2:35][N:34]([C:38]([O:40][C:41]([CH3:42])([CH3:43])[CH3:44])=[O:39])[CH2:33]5)[C:20](=[O:22])[S:21]/4)=[CH:13][CH:14]=3)[CH:9]=[N:8]2)=[C:4]([C:26]([F:27])([F:29])[F:28])[CH:3]=1. (3) Given the reactants N1C(Cl)=NC(Cl)=NC=1[Cl:3].CN(C)C=O.[Br:15][C:16]1[C:17]([O:27][CH2:28][CH3:29])=[C:18]([CH:24](O)[CH3:25])[CH:19]=[C:20]([Cl:23])[C:21]=1[CH3:22], predict the reaction product. The product is: [Br:15][C:16]1[C:21]([CH3:22])=[C:20]([Cl:23])[CH:19]=[C:18]([CH:24]([Cl:3])[CH3:25])[C:17]=1[O:27][CH2:28][CH3:29]. (4) The product is: [CH3:12][O:11][C:8]1[CH:9]=[CH:10][C:2]([B:31]2[O:35][C:34]([CH3:37])([CH3:36])[C:33]([CH3:39])([CH3:38])[O:32]2)=[C:3]2[C:7]=1[NH:6][CH:5]=[CH:4]2. Given the reactants Br[C:2]1[CH:10]=[CH:9][C:8]([O:11][CH3:12])=[C:7]2[C:3]=1[CH:4]=[CH:5][NH:6]2.COC1C=C(C=CC=1[B:31]1[O:35][C:34]([CH3:37])([CH3:36])[C:33]([CH3:39])([CH3:38])[O:32]1)OC1C2C=COC=2C=CN=1.O, predict the reaction product. (5) Given the reactants [NH2:1][C:2]1[NH:3][C:4](=[O:11])[C:5]([C:9]#[N:10])=[C:6](Cl)[N:7]=1.C([Sn](CCCC)(CCCC)[C:17]1[O:18][CH2:19][CH2:20][CH:21]=1)CCC, predict the reaction product. The product is: [NH2:1][C:2]1[NH:3][C:4](=[O:11])[C:5]([C:9]#[N:10])=[C:6]([C:17]2[O:18][CH2:19][CH2:20][CH:21]=2)[N:7]=1.